Dataset: Reaction yield outcomes from USPTO patents with 853,638 reactions. Task: Predict the reaction yield, written as a fraction of the theoretical maximum amount of product (1.0 means a 100% yield; for example, 0.34 means a 34% yield). The reactants are Br[C:2]1[CH:3]=[CH:4][C:5]2[N:6]([C:8]([C:11]([N:13]3[CH2:20][C@@H:19]4[C@@H:15]([CH2:16][N:17]([C:21]5[CH:26]=[CH:25][CH:24]=[CH:23][C:22]=5[C:27]([F:30])([F:29])[F:28])[CH2:18]4)[CH2:14]3)=[O:12])=[N:9][N:10]=2)[CH:7]=1.[CH3:31]N1CCCC1.C[Mg]Br. The catalyst is C1COCC1.CCOC(C)=O.CC(CC(C)=O)=O.CC(CC(C)=O)=O.[Fe]. The product is [CH3:31][C:2]1[CH:3]=[CH:4][C:5]2[N:6]([C:8]([C:11]([N:13]3[CH2:20][C@@H:19]4[C@@H:15]([CH2:16][N:17]([C:21]5[CH:26]=[CH:25][CH:24]=[CH:23][C:22]=5[C:27]([F:30])([F:28])[F:29])[CH2:18]4)[CH2:14]3)=[O:12])=[N:9][N:10]=2)[CH:7]=1. The yield is 0.480.